This data is from Peptide-MHC class I binding affinity with 185,985 pairs from IEDB/IMGT. The task is: Regression. Given a peptide amino acid sequence and an MHC pseudo amino acid sequence, predict their binding affinity value. This is MHC class I binding data. (1) The peptide sequence is LAIKNYYRK. The MHC is HLA-A68:01 with pseudo-sequence HLA-A68:01. The binding affinity (normalized) is 0.765. (2) The peptide sequence is MPNMLRIMA. The MHC is HLA-A30:01 with pseudo-sequence HLA-A30:01. The binding affinity (normalized) is 0.336. (3) The peptide sequence is KSKSFNHVLK. The MHC is HLA-A33:01 with pseudo-sequence HLA-A33:01. The binding affinity (normalized) is 0.